This data is from Catalyst prediction with 721,799 reactions and 888 catalyst types from USPTO. The task is: Predict which catalyst facilitates the given reaction. (1) Reactant: [H-].[H-].[H-].[H-].[Li+].[Al+3].C1(C)C=CC(S(O[CH2:17][C@H:18]2[O:24][C@H:23]([CH2:25]OS(C3C=CC(C)=CC=3)(=O)=O)[C@@H:21]([OH:22])[C@@H:19]2[OH:20])(=O)=O)=CC=1.[H][H]. Product: [CH3:25][C@H:23]1[O:24][C@H:18]([CH3:17])[C@@H:19]([OH:20])[C@@H:21]1[OH:22]. The catalyst class is: 1. (2) Reactant: [Br:1][C:2]1[C:10]([O:11][CH3:12])=[CH:9][C:5]([C:6](O)=[O:7])=[CH:4][C:3]=1[O:13][CH3:14].CN(C)C=O.C(Cl)(=O)C([Cl:23])=O. Product: [Br:1][C:2]1[C:10]([O:11][CH3:12])=[CH:9][C:5]([C:6]([Cl:23])=[O:7])=[CH:4][C:3]=1[O:13][CH3:14]. The catalyst class is: 2. (3) Reactant: [CH3:1][O-:2].[Na+].Cl[C:5]1[C:14]([CH2:15][CH:16]2[CH2:18][CH2:17]2)=[C:13]([Cl:19])[C:12]2[C:7](=[CH:8][CH:9]=[C:10]([I:20])[CH:11]=2)[N:6]=1.ClCCl. Product: [Cl:19][C:13]1[C:12]2[C:7](=[CH:8][CH:9]=[C:10]([I:20])[CH:11]=2)[N:6]=[C:5]([O:2][CH3:1])[C:14]=1[CH2:15][CH:16]1[CH2:18][CH2:17]1. The catalyst class is: 11. (4) Reactant: [CH3:1][N:2]1[C:6]([CH3:7])=[N:5][N:4]=[C:3]1[CH:8]1[C:17](=O)[C:16]2[C:15]([C:19]([O:21]CC)=O)=[CH:14][CH:13]=[CH:12][C:11]=2[NH:10][CH:9]1[C:24]1[CH:29]=[CH:28][C:27]([F:30])=[CH:26][CH:25]=1.O.[NH2:32][NH2:33]. The catalyst class is: 5. Product: [CH3:1][N:2]1[C:6]([CH3:7])=[N:5][N:4]=[C:3]1[CH:8]1[C:17]2=[N:32][NH:33][C:19](=[O:21])[C:15]3[CH:14]=[CH:13][CH:12]=[C:11]([C:16]=32)[NH:10][CH:9]1[C:24]1[CH:25]=[CH:26][C:27]([F:30])=[CH:28][CH:29]=1. (5) Reactant: Cl[C:2]1[C:7]([C:8]([O:10][CH2:11][CH3:12])=[O:9])=[CH:6][N:5]=[C:4]2[NH:13][CH:14]=[CH:15][C:3]=12.Cl.[CH3:17][C@@H:18]1[CH2:23][CH2:22][CH2:21][CH2:20][C@@H:19]1[NH2:24].[CH:25](N(CC)C(C)C)(C)C. Product: [CH3:25][N:24]([C@H:19]1[CH2:20][CH2:21][CH2:22][CH2:23][C@H:18]1[CH3:17])[C:2]1[C:7]([C:8]([O:10][CH2:11][CH3:12])=[O:9])=[CH:6][N:5]=[C:4]2[NH:13][CH:14]=[CH:15][C:3]=12. The catalyst class is: 51.